Predict the reaction yield, written as a fraction of the theoretical maximum amount of product (1.0 means a 100% yield; for example, 0.34 means a 34% yield). From a dataset of Reaction yield outcomes from USPTO patents with 853,638 reactions. The reactants are [Br:1][C:2]1[CH:6]=[C:5]([N:7]2[CH2:12][CH2:11][O:10][CH2:9][CH2:8]2)[S:4][C:3]=1[C:13]([O:15][CH2:16][CH3:17])=[O:14].CN(C=O)C.[Br:23]N1C(=O)CCC1=O.CCOC(C)=O. The catalyst is CCCCCC. The product is [Br:1][C:2]1[C:6]([Br:23])=[C:5]([N:7]2[CH2:12][CH2:11][O:10][CH2:9][CH2:8]2)[S:4][C:3]=1[C:13]([O:15][CH2:16][CH3:17])=[O:14]. The yield is 0.690.